From a dataset of Forward reaction prediction with 1.9M reactions from USPTO patents (1976-2016). Predict the product of the given reaction. (1) Given the reactants [C:1]([O:5][C:6]([C:8]1[CH:9]=[CH:10][C:11]([NH:14][CH2:15][CH2:16][C:17]2[CH:22]=[C:21]([Br:23])[CH:20]=[CH:19][C:18]=2[O:24][CH2:25][C:26]2[CH:31]=[CH:30][CH:29]=[CH:28][CH:27]=2)=[N:12][CH:13]=1)=[O:7])([CH3:4])([CH3:3])[CH3:2].[H-].[Na+].I[CH2:35][CH3:36], predict the reaction product. The product is: [CH2:25]([O:24][C:18]1[CH:19]=[CH:20][C:21]([Br:23])=[CH:22][C:17]=1[CH2:16][CH2:15][N:14]([C:11]1[CH:10]=[CH:9][C:8]([C:6]([O:5][C:1]([CH3:4])([CH3:2])[CH3:3])=[O:7])=[CH:13][N:12]=1)[CH2:35][CH3:36])[C:26]1[CH:31]=[CH:30][CH:29]=[CH:28][CH:27]=1. (2) Given the reactants O.C[C:3]1[C@@H:8]([O:9][C:10]([C@H]2C(C)(C)C2C=C(C)C)=O)[CH2:7][C:5](=[O:30])[C:4]=1[CH2:21]/[CH:22]=[CH:23]/[CH:24]=C.C[C:3]1[CH:8]([O:9][C:10]([C@H]2C(C)(C)C2/C=C(/C(OC)=O)\C)=O)[CH2:7][C:5](=[O:30])[C:4]=1[CH2:21]/[CH:22]=[CH:23]/[CH:24]=C, predict the reaction product. The product is: [C:8]1([O:9][CH3:10])[C:7](=[CH:5][CH:4]=[C:21]([CH:3]=1)[CH2:22][CH:23]=[CH2:24])[OH:30]. (3) Given the reactants [CH3:1][C:2]1([CH3:22])[C:7]2[CH:8]=[C:9]([C:12]3[N:16]([CH2:17][CH3:18])[C:15]([C:19]#[N:20])=[CH:14][CH:13]=3)[CH:10]=[CH:11][C:6]=2[NH:5][C:4](=O)[O:3]1.COC1C=CC(P2(SP(C3C=CC(OC)=CC=3)(=S)S2)=[S:32])=CC=1, predict the reaction product. The product is: [CH3:1][C:2]1([CH3:22])[C:7]2[CH:8]=[C:9]([C:12]3[N:16]([CH2:17][CH3:18])[C:15]([C:19]#[N:20])=[CH:14][CH:13]=3)[CH:10]=[CH:11][C:6]=2[NH:5][C:4](=[S:32])[O:3]1. (4) Given the reactants Br[C:2]1[C:3]2[N:4]([N:8]=[C:9]([Cl:11])[N:10]=2)[CH:5]=[CH:6][CH:7]=1.[CH:12]([B-](F)(F)F)=[CH2:13].[K+].ClCCl.C(N(CC)CC)C, predict the reaction product. The product is: [Cl:11][C:9]1[N:10]=[C:3]2[C:2]([CH:12]=[CH2:13])=[CH:7][CH:6]=[CH:5][N:4]2[N:8]=1.